From a dataset of Catalyst prediction with 721,799 reactions and 888 catalyst types from USPTO. Predict which catalyst facilitates the given reaction. Reactant: [NH:1]1[CH2:7][CH2:6][CH2:5][NH:4][CH2:3][CH2:2]1.Br[C:9]1[CH:14]=[CH:13][C:12]([Br:15])=[CH:11][N:10]=1.C(=O)([O-])[O-].[K+].[K+].O. Product: [Br:15][C:12]1[CH:13]=[CH:14][C:9]([N:1]2[CH2:7][CH2:6][CH2:5][N:4]([C:9]3[CH:14]=[CH:13][C:12]([Br:15])=[CH:11][N:10]=3)[CH2:3][CH2:2]2)=[N:10][CH:11]=1. The catalyst class is: 9.